This data is from NCI-60 drug combinations with 297,098 pairs across 59 cell lines. The task is: Regression. Given two drug SMILES strings and cell line genomic features, predict the synergy score measuring deviation from expected non-interaction effect. (1) Drug 1: C1CN1P(=S)(N2CC2)N3CC3. Drug 2: C1=CN(C=N1)CC(O)(P(=O)(O)O)P(=O)(O)O. Cell line: NCIH23. Synergy scores: CSS=20.2, Synergy_ZIP=-5.55, Synergy_Bliss=3.18, Synergy_Loewe=-3.65, Synergy_HSA=-0.429. (2) Drug 1: CC1CCC2CC(C(=CC=CC=CC(CC(C(=O)C(C(C(=CC(C(=O)CC(OC(=O)C3CCCCN3C(=O)C(=O)C1(O2)O)C(C)CC4CCC(C(C4)OC)O)C)C)O)OC)C)C)C)OC. Drug 2: CC(C)NC(=O)C1=CC=C(C=C1)CNNC.Cl. Cell line: HOP-92. Synergy scores: CSS=3.96, Synergy_ZIP=-2.66, Synergy_Bliss=2.08, Synergy_Loewe=-1.77, Synergy_HSA=2.24. (3) Drug 1: C1=CC(=C2C(=C1NCCNCCO)C(=O)C3=C(C=CC(=C3C2=O)O)O)NCCNCCO. Drug 2: CC1C(C(CC(O1)OC2CC(CC3=C2C(=C4C(=C3O)C(=O)C5=CC=CC=C5C4=O)O)(C(=O)C)O)N)O. Cell line: DU-145. Synergy scores: CSS=54.5, Synergy_ZIP=-1.45, Synergy_Bliss=-1.83, Synergy_Loewe=0.164, Synergy_HSA=1.86. (4) Drug 1: C1C(C(OC1N2C=C(C(=O)NC2=O)F)CO)O. Drug 2: CCC1=C2CN3C(=CC4=C(C3=O)COC(=O)C4(CC)O)C2=NC5=C1C=C(C=C5)O. Cell line: MCF7. Synergy scores: CSS=26.2, Synergy_ZIP=-9.22, Synergy_Bliss=-3.93, Synergy_Loewe=-0.840, Synergy_HSA=0.636. (5) Drug 1: C1CCC(C1)C(CC#N)N2C=C(C=N2)C3=C4C=CNC4=NC=N3. Drug 2: CC1=C2C(C(=O)C3(C(CC4C(C3C(C(C2(C)C)(CC1OC(=O)C(C(C5=CC=CC=C5)NC(=O)C6=CC=CC=C6)O)O)OC(=O)C7=CC=CC=C7)(CO4)OC(=O)C)O)C)OC(=O)C. Cell line: HT29. Synergy scores: CSS=69.0, Synergy_ZIP=19.2, Synergy_Bliss=17.4, Synergy_Loewe=-33.7, Synergy_HSA=14.4.